Dataset: Reaction yield outcomes from USPTO patents with 853,638 reactions. Task: Predict the reaction yield, written as a fraction of the theoretical maximum amount of product (1.0 means a 100% yield; for example, 0.34 means a 34% yield). (1) The product is [CH3:1][O:4][C:5](=[O:36])[NH:6][C@@H:7]([C:30]1[CH:35]=[CH:34][CH:33]=[CH:32][CH:31]=1)[C:8]([N:10]1[CH2:14][CH2:13][CH2:12][C@H:11]1[C:15](=[O:29])[NH:16][CH2:17][C:18]1[CH:19]=[C:20]2[C:25](=[CH:26][CH:27]=1)[C:24]([NH2:28])=[N:23][CH:22]=[CH:21]2)=[O:9]. The yield is 0.360. The reactants are [CH:1]([O:4][C:5](=[O:36])[NH:6][C@H:7]([C:30]1[CH:35]=[CH:34][CH:33]=[CH:32][CH:31]=1)[C:8]([N:10]1[CH2:14][CH2:13][CH2:12][C@H:11]1[C:15](=[O:29])[NH:16][CH2:17][C:18]1[CH:19]=[C:20]2[C:25](=[CH:26][CH:27]=1)[C:24]([NH2:28])=[N:23][CH:22]=[CH:21]2)=[O:9])(C)C.COC(N[C@@H](C1C=CC=CC=1)C(N1CCC[C@H]1C(O)=O)=O)=O. No catalyst specified. (2) The reactants are [C:1]([O:5][C:6](=[O:49])[NH:7][CH:8]([C:21](=[O:48])[N:22]([CH:34]([C:36]1[NH:37][CH:38]=[C:39]([C:41]2[CH:46]=[CH:45][CH:44]=[C:43](Br)[CH:42]=2)[N:40]=1)[CH3:35])[CH2:23][C:24]1[CH:29]=[CH:28][C:27]([O:30][CH3:31])=[C:26]([O:32][CH3:33])[CH:25]=1)[CH2:9][C:10]1[C:15]([CH3:16])=[CH:14][C:13]([C:17](=[O:19])[NH2:18])=[CH:12][C:11]=1[CH3:20])([CH3:4])([CH3:3])[CH3:2].[C:50]([O-])([O-:52])=[O:51].[K+].[K+]. The catalyst is CN(C=O)C.CC([O-])=O.CC([O-])=O.[Pd+2].[CH-]1C(P(C2C=CC=CC=2)C2C=CC=CC=2)=CC=C1.[CH-]1C(P(C2C=CC=CC=2)C2C=CC=CC=2)=CC=C1.[Fe+2]. The product is [C:1]([O:5][C:6]([NH:7][CH:8]([CH2:9][C:10]1[C:15]([CH3:16])=[CH:14][C:13]([C:17](=[O:19])[NH2:18])=[CH:12][C:11]=1[CH3:20])[C:21]([N:22]([CH2:23][C:24]1[CH:29]=[CH:28][C:27]([O:30][CH3:31])=[C:26]([O:32][CH3:33])[CH:25]=1)[CH:34]([C:36]1[NH:37][CH:38]=[C:39]([C:41]2[CH:42]=[C:43]([CH:44]=[CH:45][CH:46]=2)[C:50]([OH:52])=[O:51])[N:40]=1)[CH3:35])=[O:48])=[O:49])([CH3:4])([CH3:3])[CH3:2]. The yield is 0.870.